This data is from Full USPTO retrosynthesis dataset with 1.9M reactions from patents (1976-2016). The task is: Predict the reactants needed to synthesize the given product. (1) Given the product [C:2]1([C:14]2[C:15](=[O:17])[NH:16][C:12](=[O:18])[CH:13]=2)[CH:7]=[CH:6][CH:5]=[CH:4][CH:3]=1, predict the reactants needed to synthesize it. The reactants are: N[C:2]1[CH:7]=[CH:6][CH:5]=[CH:4][CH:3]=1.N([O-])=O.[Na+].[C:12]1(=[O:18])[NH:16][C:15](=[O:17])[CH:14]=[CH:13]1.C([O-])(=O)C.[Na+]. (2) Given the product [Cl:25][C:26]1[CH:31]=[CH:30][C:29]([N:32]2[CH2:37][CH2:36][N:35]([C:47](=[O:48])[CH2:46][N:43]3[C:44]([CH3:45])=[C:40]([Cl:39])[C:41]([C:50]([F:53])([F:52])[F:51])=[N:42]3)[CH2:34][CH2:33]2)=[CH:28][C:27]=1[CH3:38], predict the reactants needed to synthesize it. The reactants are: CN(C(ON1N=NC2C=CC=NC1=2)=[N+](C)C)C.F[P-](F)(F)(F)(F)F.[Cl:25][C:26]1[CH:31]=[CH:30][C:29]([N:32]2[CH2:37][CH2:36][NH:35][CH2:34][CH2:33]2)=[CH:28][C:27]=1[CH3:38].[Cl:39][C:40]1[C:41]([C:50]([F:53])([F:52])[F:51])=[N:42][N:43]([CH2:46][C:47](O)=[O:48])[C:44]=1[CH3:45].